This data is from Full USPTO retrosynthesis dataset with 1.9M reactions from patents (1976-2016). The task is: Predict the reactants needed to synthesize the given product. (1) Given the product [NH2:13][C:2]1[N:11]=[CH:10][C:9]([Cl:12])=[CH:8][C:3]=1[C:4]([O:6][CH3:7])=[O:5], predict the reactants needed to synthesize it. The reactants are: Cl[C:2]1[N:11]=[CH:10][C:9]([Cl:12])=[CH:8][C:3]=1[C:4]([O:6][CH3:7])=[O:5].[NH3:13]. (2) Given the product [CH2:28]([C:21]1[C:22]([C:26]#[N:27])=[CH:23][CH:24]=[C:25]2[C:20]=1[CH2:19][CH2:18][C@H:17]2[O:16][C:14]1[CH:13]=[CH:12][C:11]2[C@H:7]([CH2:6][C:5]([OH:35])=[O:4])[CH2:8][O:9][C:10]=2[CH:15]=1)[C:29]1[CH:34]=[CH:33][CH:32]=[CH:31][CH:30]=1, predict the reactants needed to synthesize it. The reactants are: [OH-].[Na+].C[O:4][C:5](=[O:35])[CH2:6][C@H:7]1[C:11]2[CH:12]=[CH:13][C:14]([O:16][C@H:17]3[C:25]4[C:20](=[C:21]([CH2:28][C:29]5[CH:34]=[CH:33][CH:32]=[CH:31][CH:30]=5)[C:22]([C:26]#[N:27])=[CH:23][CH:24]=4)[CH2:19][CH2:18]3)=[CH:15][C:10]=2[O:9][CH2:8]1.